From a dataset of Full USPTO retrosynthesis dataset with 1.9M reactions from patents (1976-2016). Predict the reactants needed to synthesize the given product. (1) Given the product [CH2:1]([O:3][C:4]([C:6]1([C:9]2[CH:10]=[CH:11][C:12]([C:15]3[CH:20]=[CH:19][C:18]([C:21]4[O:25][N:24]=[C:23]([CH3:26])[C:22]=4[CH:27]([OH:31])[CH2:28]/[CH:29]=[CH:30]/[C:33]4[CH:38]=[CH:37][N:36]=[CH:35][CH:34]=4)=[CH:17][CH:16]=3)=[CH:13][CH:14]=2)[CH2:8][CH2:7]1)=[O:5])[CH3:2], predict the reactants needed to synthesize it. The reactants are: [CH2:1]([O:3][C:4]([C:6]1([C:9]2[CH:14]=[CH:13][C:12]([C:15]3[CH:20]=[CH:19][C:18]([C:21]4[O:25][N:24]=[C:23]([CH3:26])[C:22]=4[CH:27]([OH:31])[CH2:28][CH:29]=[CH2:30])=[CH:17][CH:16]=3)=[CH:11][CH:10]=2)[CH2:8][CH2:7]1)=[O:5])[CH3:2].Br[C:33]1[CH:38]=[CH:37][N:36]=[CH:35][CH:34]=1. (2) Given the product [CH2:9]([O:8][C:6](=[O:7])[CH2:5][C:4]1[C:11]([CH3:12])=[N:21][N:20]([C:15]2[N:16]=[CH:17][CH:18]=[CH:19][N:14]=2)[C:1]=1[CH3:2])[CH3:10], predict the reactants needed to synthesize it. The reactants are: [C:1]([CH:4]([C:11](=O)[CH3:12])[CH2:5][C:6]([O:8][CH2:9][CH3:10])=[O:7])(=O)[CH3:2].[NH:14]1[CH:19]=[CH:18][CH:17]=[N:16][C:15]1=[N:20][NH2:21]. (3) The reactants are: C1CCN2C(=NCCC2)CC1.[Cl:12][C:13]1[N:21]=[CH:20][N:19]=[C:18]2[C:14]=1[NH:15][CH:16]=[N:17]2.C(O[C@@H:26]1[O:48][C@:47]([CH2:59][CH3:60])([CH2:49][O:50][C:51](=[O:58])[C:52]2[CH:57]=[CH:56][CH:55]=[CH:54][CH:53]=2)[C@@H:37]([O:38][C:39](=[O:46])[C:40]2[CH:45]=[CH:44][CH:43]=[CH:42][CH:41]=2)[C@H:27]1[O:28][C:29](=[O:36])[C:30]1[CH:35]=[CH:34][CH:33]=[CH:32][CH:31]=1)(=O)C.[Si](OS(C(F)(F)F)(=O)=O)(C)(C)C. Given the product [Cl:12][C:13]1[N:21]=[CH:20][N:19]=[C:18]2[C:14]=1[N:15]=[CH:16][N:17]2[C@@H:26]1[O:48][C@:47]([CH2:59][CH3:60])([CH2:49][O:50][C:51](=[O:58])[C:52]2[CH:57]=[CH:56][CH:55]=[CH:54][CH:53]=2)[C@@H:37]([O:38][C:39](=[O:46])[C:40]2[CH:45]=[CH:44][CH:43]=[CH:42][CH:41]=2)[C@H:27]1[O:28][C:29](=[O:36])[C:30]1[CH:31]=[CH:32][CH:33]=[CH:34][CH:35]=1, predict the reactants needed to synthesize it. (4) Given the product [F:15][C:12]1[CH:11]=[CH:10][C:9]([CH2:8][C:6]2[CH:7]=[C:2]([NH:1][C:73]3[CH:74]=[CH:75][C:70]([F:69])=[CH:71][CH:72]=3)[C:3]([C:16]([O:18][CH2:19][CH3:20])=[O:17])=[N:4][CH:5]=2)=[CH:14][CH:13]=1, predict the reactants needed to synthesize it. The reactants are: [NH2:1][C:2]1[C:3]([C:16]([O:18][CH2:19][CH3:20])=[O:17])=[N:4][CH:5]=[C:6]([CH2:8][C:9]2[CH:14]=[CH:13][C:12]([F:15])=[CH:11][CH:10]=2)[CH:7]=1.C([O-])([O-])=O.[Cs+].[Cs+].CC1(C)C2C(=C(P(C3C=CC=CC=3)C3C=CC=CC=3)C=CC=2)OC2C(P(C3C=CC=CC=3)C3C=CC=CC=3)=CC=CC1=2.[F:69][C:70]1[CH:75]=[CH:74][C:73](I)=[CH:72][CH:71]=1. (5) Given the product [OH:4][C:5]1[CH:6]=[C:7]2[C:12](=[CH:13][C:14]=1[O:15][CH3:16])[C:11](=[O:17])[NH:10][CH2:9][CH2:8]2, predict the reactants needed to synthesize it. The reactants are: [I-].[Li+].C[O:4][C:5]1[CH:6]=[C:7]2[C:12](=[CH:13][C:14]=1[O:15][CH3:16])[C:11](=[O:17])[NH:10][CH2:9][CH2:8]2.